Dataset: Full USPTO retrosynthesis dataset with 1.9M reactions from patents (1976-2016). Task: Predict the reactants needed to synthesize the given product. Given the product [F:26][C:27]1[CH:28]=[C:29]([CH:33]=[C:34]([F:36])[CH:35]=1)[C:30]([NH:23][C:22]1[CH:21]=[CH:20][C:19]([C:16]2[S:15][C:14]([CH:11]3[CH2:12][CH2:13][CH:8]([CH2:7][C:5]4[O:4][N:3]=[C:2]([CH3:1])[N:6]=4)[CH2:9][CH2:10]3)=[N:18][CH:17]=2)=[CH:25][CH:24]=1)=[O:31], predict the reactants needed to synthesize it. The reactants are: [CH3:1][C:2]1[N:6]=[C:5]([CH2:7][CH:8]2[CH2:13][CH2:12][CH:11]([C:14]3[S:15][C:16]([C:19]4[CH:25]=[CH:24][C:22]([NH2:23])=[CH:21][CH:20]=4)=[CH:17][N:18]=3)[CH2:10][CH2:9]2)[O:4][N:3]=1.[F:26][C:27]1[CH:28]=[C:29]([CH:33]=[C:34]([F:36])[CH:35]=1)[C:30](Cl)=[O:31].